Dataset: Peptide-MHC class I binding affinity with 185,985 pairs from IEDB/IMGT. Task: Regression. Given a peptide amino acid sequence and an MHC pseudo amino acid sequence, predict their binding affinity value. This is MHC class I binding data. (1) The binding affinity (normalized) is 0.422. The MHC is H-2-Dd with pseudo-sequence H-2-Dd. The peptide sequence is EGPQYWEW. (2) The peptide sequence is VKINIFPLY. The MHC is HLA-B46:01 with pseudo-sequence HLA-B46:01. The binding affinity (normalized) is 0.0847. (3) The peptide sequence is LPAGSPVAV. The MHC is HLA-B35:01 with pseudo-sequence HLA-B35:01. The binding affinity (normalized) is 0.898. (4) The peptide sequence is ISTPKLKEDY. The MHC is HLA-A23:01 with pseudo-sequence HLA-A23:01. The binding affinity (normalized) is 0. (5) The peptide sequence is FPEHIFPAL. The MHC is HLA-A01:01 with pseudo-sequence HLA-A01:01. The binding affinity (normalized) is 0.0847. (6) The peptide sequence is NYKAVSCDF. The MHC is HLA-A32:01 with pseudo-sequence HLA-A32:01. The binding affinity (normalized) is 0.103. (7) The peptide sequence is CFISVNDRLV. The MHC is HLA-A01:01 with pseudo-sequence HLA-A01:01. The binding affinity (normalized) is 0.0937. (8) The peptide sequence is ITTQWHLDM. The MHC is HLA-A11:01 with pseudo-sequence HLA-A11:01. The binding affinity (normalized) is 0.0847. (9) The peptide sequence is SYRNFSFSL. The MHC is HLA-C04:01 with pseudo-sequence HLA-C04:01. The binding affinity (normalized) is 0.213. (10) The peptide sequence is AIYDTMQYV. The MHC is HLA-A02:19 with pseudo-sequence HLA-A02:19. The binding affinity (normalized) is 0.797.